Dataset: Peptide-MHC class I binding affinity with 185,985 pairs from IEDB/IMGT. Task: Regression. Given a peptide amino acid sequence and an MHC pseudo amino acid sequence, predict their binding affinity value. This is MHC class I binding data. (1) The peptide sequence is RWRVYLRRK. The MHC is HLA-B15:17 with pseudo-sequence HLA-B15:17. The binding affinity (normalized) is 0.0847. (2) The peptide sequence is LLDDGWAGE. The binding affinity (normalized) is 0.0847. The MHC is HLA-B46:01 with pseudo-sequence HLA-B46:01. (3) The peptide sequence is VEIFKHLVF. The MHC is HLA-A02:03 with pseudo-sequence HLA-A02:03. The binding affinity (normalized) is 0.0847. (4) The peptide sequence is DTSNNIAEY. The MHC is HLA-A68:01 with pseudo-sequence HLA-A68:01. The binding affinity (normalized) is 0.907. (5) The peptide sequence is PVGNIYRRW. The MHC is Mamu-B52 with pseudo-sequence Mamu-B52. The binding affinity (normalized) is 0.524. (6) The peptide sequence is FLYDISISL. The MHC is HLA-A02:19 with pseudo-sequence HLA-A02:19. The binding affinity (normalized) is 0.820. (7) The peptide sequence is SPVTVKNVF. The MHC is HLA-B53:01 with pseudo-sequence HLA-B53:01. The binding affinity (normalized) is 0.493. (8) The peptide sequence is RILHNFAYSL. The MHC is HLA-A29:02 with pseudo-sequence HLA-A29:02. The binding affinity (normalized) is 0.385. (9) The binding affinity (normalized) is 0.0145. The MHC is HLA-A02:01 with pseudo-sequence HLA-A02:01. The peptide sequence is EQEIESLEAT.